The task is: Predict the reactants needed to synthesize the given product.. This data is from Full USPTO retrosynthesis dataset with 1.9M reactions from patents (1976-2016). (1) Given the product [CH3:17][C:16]([C:19]1[CH:23]=[C:22]([NH:24][C:25](=[O:38])[C:26]([CH3:37])([S:28]([CH:31]2[CH2:32][CH2:33][O:34][CH2:35][CH2:36]2)(=[O:30])=[O:29])[CH3:27])[O:21][N:20]=1)([CH3:18])[C:15]([OH:3])=[O:14], predict the reactants needed to synthesize it. The reactants are: CC(C)=[O:3].OS(O)(=O)=O.O=[Cr](=O)=O.[OH:14][CH2:15][C:16]([C:19]1[CH:23]=[C:22]([NH:24][C:25](=[O:38])[C:26]([CH3:37])([S:28]([CH:31]2[CH2:36][CH2:35][O:34][CH2:33][CH2:32]2)(=[O:30])=[O:29])[CH3:27])[O:21][N:20]=1)([CH3:18])[CH3:17]. (2) Given the product [CH2:1]([O:8][C:9]([NH:11][C@@H:12]([CH2:17][C:18]1[C:27]2[C:22](=[CH:23][CH:24]=[CH:25][CH:26]=2)[CH:21]=[CH:20][CH:19]=1)[C@H:13]([OH:16])[CH2:14][Cl:15])=[O:10])[C:2]1[CH:7]=[CH:6][CH:5]=[CH:4][CH:3]=1, predict the reactants needed to synthesize it. The reactants are: [CH2:1]([O:8][C:9]([NH:11][C@@H:12]([CH2:17][C:18]1[C:27]2[C:22](=[CH:23][CH:24]=[CH:25][CH:26]=2)[CH:21]=[CH:20][CH:19]=1)[C:13](=[O:16])[CH2:14][Cl:15])=[O:10])[C:2]1[CH:7]=[CH:6][CH:5]=[CH:4][CH:3]=1.C(O)=O.